From a dataset of Peptide-MHC class II binding affinity with 134,281 pairs from IEDB. Regression. Given a peptide amino acid sequence and an MHC pseudo amino acid sequence, predict their binding affinity value. This is MHC class II binding data. (1) The peptide sequence is TWAYHGSYEVKATGSA. The MHC is DRB1_0301 with pseudo-sequence DRB1_0301. The binding affinity (normalized) is 0.338. (2) The peptide sequence is FVQALTTAAASYASV. The MHC is DRB1_1001 with pseudo-sequence DRB1_1001. The binding affinity (normalized) is 1.00. (3) The peptide sequence is GALQIVDKIDAAFKI. The MHC is DRB1_1302 with pseudo-sequence DRB1_1302. The binding affinity (normalized) is 0.649.